Dataset: Reaction yield outcomes from USPTO patents with 853,638 reactions. Task: Predict the reaction yield, written as a fraction of the theoretical maximum amount of product (1.0 means a 100% yield; for example, 0.34 means a 34% yield). (1) The reactants are [CH3:1][O:2][C:3]1[CH:8]=[CH:7][C:6]([CH2:9][CH2:10][C:11]([OH:13])=O)=[CH:5][CH:4]=1.S(Cl)(Cl)=O.[OH-].[Na+].[CH2:20]([NH2:23])[CH2:21][CH3:22]. The catalyst is ClCCl. The product is [CH2:20]([NH:23][C:11](=[O:13])[CH2:10][CH2:9][C:6]1[CH:5]=[CH:4][C:3]([O:2][CH3:1])=[CH:8][CH:7]=1)[CH2:21][CH3:22]. The yield is 1.00. (2) The reactants are [CH3:1][NH:2][C:3]([C:5]1[C:29]([F:30])=[CH:28][C:8]2[N:9]([CH:13]3[CH2:19][CH:18]4[N:20](CC5C=CC=CC=5)[CH:15]([CH2:16][CH2:17]4)[CH2:14]3)[C:10](=[O:12])[NH:11][C:7]=2[CH:6]=1)=[O:4].C([O-])=O.[NH4+]. The catalyst is CO.[Pd]. The product is [CH3:1][NH:2][C:3]([C:5]1[C:29]([F:30])=[CH:28][C:8]2[N:9]([CH:13]3[CH2:19][CH:18]4[NH:20][CH:15]([CH2:16][CH2:17]4)[CH2:14]3)[C:10](=[O:12])[NH:11][C:7]=2[CH:6]=1)=[O:4]. The yield is 0.920. (3) The reactants are [CH3:1][C:2]1[O:6][N:5]=[C:4]([C:7]2[CH:12]=[CH:11][CH:10]=[CH:9][CH:8]=2)[C:3]=1[CH2:13][OH:14].O[C:16]1[CH:21]=[CH:20][C:19]([N+:22]([O-:24])=[O:23])=[CH:18][N:17]=1. No catalyst specified. The product is [CH3:1][C:2]1[O:6][N:5]=[C:4]([C:7]2[CH:12]=[CH:11][CH:10]=[CH:9][CH:8]=2)[C:3]=1[CH2:13][O:14][C:16]1[CH:21]=[CH:20][C:19]([N+:22]([O-:24])=[O:23])=[CH:18][N:17]=1. The yield is 0.370. (4) The reactants are C[C:2]1[S:6][C:5]([C:7]([OH:9])=O)=[CH:4][C:3]=1[C:10]1[N:14]([CH3:15])[N:13]=[CH:12][CH:11]=1.[NH2:16][C@@H:17]([CH2:30][C:31]1[CH:36]=[CH:35]C=[C:33]([C:37](F)([F:39])F)[CH:32]=1)[CH2:18][N:19]1[C:27](=[O:28])[C:26]2[C:21](=[CH:22][CH:23]=[CH:24][CH:25]=2)[C:20]1=[O:29].CC(OC(N[C@H](C(O)=O)CC1C=CC=CC=1C(F)(F)F)=O)(C)C.C1CN([P+](Br)(N2CCCC2)N2CCCC2)CC1.F[P-](F)(F)(F)(F)F.CCN(C(C)C)C(C)C.C(Cl)(Cl)[Cl:98]. No catalyst specified. The product is [Cl:98][C:2]1[S:6][C:5]([C:7]([NH:16][C@@H:17]([CH2:30][C:31]2[CH:36]=[CH:35][C:37]([F:39])=[CH:33][CH:32]=2)[CH2:18][N:19]2[C:27](=[O:28])[C:26]3[C:21](=[CH:22][CH:23]=[CH:24][CH:25]=3)[C:20]2=[O:29])=[O:9])=[CH:4][C:3]=1[C:10]1[N:14]([CH3:15])[N:13]=[CH:12][CH:11]=1. The yield is 0.320. (5) The reactants are [CH3:1][C:2]1[CH:3]=[C:4]([C:8]2[N:9]=[C:10]3[CH:15]=[CH:14][CH:13]=[N:12][N:11]3[C:16]=2[C:17]2[CH:22]=[CH:21][N:20]=[C:19]([NH2:23])[CH:18]=2)[CH:5]=[CH:6][CH:7]=1.Cl[C:25]([O:27][CH2:28][C:29]([Cl:32])([Cl:31])[Cl:30])=[O:26].C(=O)([O-])O.[Na+]. The catalyst is N1C=CC=CC=1. The yield is 0.730. The product is [CH3:1][C:2]1[CH:3]=[C:4]([C:8]2[N:9]=[C:10]3[CH:15]=[CH:14][CH:13]=[N:12][N:11]3[C:16]=2[C:17]2[CH:22]=[CH:21][N:20]=[C:19]([NH:23][C:25](=[O:26])[O:27][CH2:28][C:29]([Cl:32])([Cl:31])[Cl:30])[CH:18]=2)[CH:5]=[CH:6][CH:7]=1.